From a dataset of Full USPTO retrosynthesis dataset with 1.9M reactions from patents (1976-2016). Predict the reactants needed to synthesize the given product. (1) Given the product [C:28]([C:23]1[CH:24]=[CH:25][CH:26]=[CH:27][C:22]=1[C:19]1[CH:20]=[CH:21][C:16]([CH2:15][CH:5]([C:4](=[O:3])[CH2:11][CH2:12][CH3:13])[C:6]([O:8][CH2:9][CH3:10])=[O:7])=[C:17]([F:30])[CH:18]=1)#[N:29], predict the reactants needed to synthesize it. The reactants are: [H-].[Na+].[O:3]=[C:4]([CH2:11][CH2:12][CH3:13])[CH2:5][C:6]([O:8][CH2:9][CH3:10])=[O:7].Br[CH2:15][C:16]1[CH:21]=[CH:20][C:19]([C:22]2[C:23]([C:28]#[N:29])=[CH:24][CH:25]=[CH:26][CH:27]=2)=[CH:18][C:17]=1[F:30].Cl. (2) Given the product [NH2:1][C:2]1[C:11]([C:12]#[N:13])=[C:10]([NH:30][CH2:23][C:24]2[CH:29]=[CH:28][CH:27]=[CH:26][CH:25]=2)[C:9]2[C:4](=[CH:5][CH:6]=[C:7]([N:15]3[CH2:20][CH:19]([CH3:21])[O:18][CH:17]([CH3:22])[CH2:16]3)[CH:8]=2)[N:3]=1, predict the reactants needed to synthesize it. The reactants are: [NH2:1][C:2]1[C:11]([C:12]#[N:13])=[C:10](Cl)[C:9]2[C:4](=[CH:5][CH:6]=[C:7]([N:15]3[CH2:20][CH:19]([CH3:21])[O:18][CH:17]([CH3:22])[CH2:16]3)[CH:8]=2)[N:3]=1.[CH2:23]([NH2:30])[C:24]1[CH:29]=[CH:28][CH:27]=[CH:26][CH:25]=1. (3) Given the product [CH3:1][O:2][C:3]1[CH:4]=[C:5]([CH2:28][CH2:29][C:30]([O:32][CH2:33][CH3:34])=[O:31])[CH:6]=[CH:7][C:8]=1[O:9][C:10]1[CH:15]=[CH:14][C:13]([N:16]([CH3:37])[CH2:17][C:18]2[CH:23]=[CH:22][C:21]([C:24]([F:25])([F:26])[F:27])=[CH:20][CH:19]=2)=[CH:12][N:11]=1, predict the reactants needed to synthesize it. The reactants are: [CH3:1][O:2][C:3]1[CH:4]=[C:5]([CH2:28][CH2:29][C:30]([O:32][CH2:33][CH3:34])=[O:31])[CH:6]=[CH:7][C:8]=1[O:9][C:10]1[CH:15]=[CH:14][C:13]([NH:16][CH2:17][C:18]2[CH:23]=[CH:22][C:21]([C:24]([F:27])([F:26])[F:25])=[CH:20][CH:19]=2)=[CH:12][N:11]=1.C=O.[C:37](O)(=O)C.C([BH3-])#N.[Na+]. (4) Given the product [CH3:26][S:23]([O:15][CH2:14][CH:11]1[CH2:10][CH2:9][N:8]([C:5]2[CH:4]=[CH:3][C:2]([Br:1])=[CH:7][N:6]=2)[CH2:13][CH2:12]1)(=[O:25])=[O:24], predict the reactants needed to synthesize it. The reactants are: [Br:1][C:2]1[CH:3]=[CH:4][C:5]([N:8]2[CH2:13][CH2:12][CH:11]([CH2:14][OH:15])[CH2:10][CH2:9]2)=[N:6][CH:7]=1.C(N(CC)CC)C.[S:23](Cl)([CH3:26])(=[O:25])=[O:24].O. (5) Given the product [CH3:11][O:10][C:7]1[CH:8]=[CH:9][C:2]2[O:1][C:14]([C:15]3[CH:20]=[CH:19][N:18]=[CH:17][CH:16]=3)=[CH:4][C:3]=2[CH:6]=1, predict the reactants needed to synthesize it. The reactants are: [OH:1][C:2]1[CH:9]=[CH:8][C:7]([O:10][CH3:11])=[CH:6][C:3]=1[CH:4]=O.Cl.Cl[CH2:14][C:15]1[CH:20]=[CH:19][N:18]=[CH:17][CH:16]=1.C(=O)([O-])[O-].[K+].[K+].[I-].[K+]. (6) Given the product [CH2:1]([O:3][C:4](=[O:30])[CH2:5][C@@H:6]([NH:21][C:22]1[C:27]([Br:28])=[CH:26][N:25]=[C:24]([N:32]([CH:33]2[CH2:38][CH2:37][CH2:36][CH2:35][CH2:34]2)[CH3:31])[N:23]=1)[C:7]1[CH:12]=[CH:11][C:10]([O:13][Si:14]([C:17]([CH3:20])([CH3:19])[CH3:18])([CH3:16])[CH3:15])=[CH:9][CH:8]=1)[CH3:2], predict the reactants needed to synthesize it. The reactants are: [CH2:1]([O:3][C:4](=[O:30])[CH2:5][C@@H:6]([NH:21][C:22]1[C:27]([Br:28])=[CH:26][N:25]=[C:24](Cl)[N:23]=1)[C:7]1[CH:12]=[CH:11][C:10]([O:13][Si:14]([C:17]([CH3:20])([CH3:19])[CH3:18])([CH3:16])[CH3:15])=[CH:9][CH:8]=1)[CH3:2].[CH3:31][NH:32][CH:33]1[CH2:38][CH2:37][CH2:36][CH2:35][CH2:34]1. (7) Given the product [CH3:43][O:42][C:40]1[CH:39]=[C:5]([CH:4]=[C:3]([O:2][CH3:1])[CH:41]=1)[CH2:6][N:7]1[C:13]2[CH:14]=[CH:15][CH:16]=[CH:17][C:12]=2[C@:11]([C@H:18]([O:21][C:22]2[N:23]=[C:24]([O:30][CH3:31])[CH:25]=[C:26]([O:28][CH3:29])[N:27]=2)[C:19]([OH:20])=[O:44])([C:32]2[CH:33]=[CH:34][CH:35]=[CH:36][CH:37]=2)[NH:10][CH2:9][C:8]1=[O:38], predict the reactants needed to synthesize it. The reactants are: [CH3:1][O:2][C:3]1[CH:4]=[C:5]([CH:39]=[C:40]([O:42][CH3:43])[CH:41]=1)[CH2:6][N:7]1[C:13]2[CH:14]=[CH:15][CH:16]=[CH:17][C:12]=2[C@@:11]2([C:32]3[CH:37]=[CH:36][CH:35]=[CH:34][CH:33]=3)[C@H:18]([O:21][C:22]3[N:27]=[C:26]([O:28][CH3:29])[CH:25]=[C:24]([O:30][CH3:31])[N:23]=3)[C:19](=[O:20])[N:10]2[CH2:9][C:8]1=[O:38].[OH:44][Li].O. (8) Given the product [C:1]([C:3]1[N:7]([CH2:20][CH3:21])[C:6]([C:8]2[CH:9]=[CH:10][C:11]([NH:14][S:15]([CH2:18][CH3:19])(=[O:17])=[O:16])=[CH:12][CH:13]=2)=[CH:5][CH:4]=1)#[N:2], predict the reactants needed to synthesize it. The reactants are: [C:1]([C:3]1[NH:7][C:6]([C:8]2[CH:13]=[CH:12][C:11]([NH:14][S:15]([CH2:18][CH3:19])(=[O:17])=[O:16])=[CH:10][CH:9]=2)=[CH:5][CH:4]=1)#[N:2].[CH3:20][C:21](C)([O-])C.[K+].C(I)C.CN(C)C=O.